From a dataset of Peptide-MHC class II binding affinity with 134,281 pairs from IEDB. Regression. Given a peptide amino acid sequence and an MHC pseudo amino acid sequence, predict their binding affinity value. This is MHC class II binding data. (1) The MHC is HLA-DQA10102-DQB10602 with pseudo-sequence HLA-DQA10102-DQB10602. The peptide sequence is AAATNGTTVYGAFAA. The binding affinity (normalized) is 0.777. (2) The peptide sequence is AFKVAATAANAAPAN. The MHC is HLA-DPA10103-DPB10601 with pseudo-sequence HLA-DPA10103-DPB10601. The binding affinity (normalized) is 0. (3) The peptide sequence is IQSIPFVHLGHRDNI. The MHC is HLA-DPA10301-DPB10402 with pseudo-sequence HLA-DPA10301-DPB10402. The binding affinity (normalized) is 0.459. (4) The peptide sequence is KYLFNWAVRTKLKLTPIA. The MHC is DRB5_0101 with pseudo-sequence DRB5_0101. The binding affinity (normalized) is 0.625.